From a dataset of Full USPTO retrosynthesis dataset with 1.9M reactions from patents (1976-2016). Predict the reactants needed to synthesize the given product. (1) Given the product [Cl:1][C:2]1[N:3]=[C:4]2[CH:9]=[CH:8][C:7]([CH2:10][CH2:11][CH3:12])=[N:6][N:5]2[C:13]=1[S:19]([NH2:25])(=[O:22])=[O:20], predict the reactants needed to synthesize it. The reactants are: [Cl:1][C:2]1[N:3]=[C:4]2[CH:9]=[CH:8][C:7]([CH2:10][CH2:11][CH3:12])=[N:6][N:5]2[CH:13]=1.ClC(Cl)C.Cl[S:19]([OH:22])(=O)=[O:20].C([N:25](CC)CC)C.P(Cl)(Cl)(Cl)=O. (2) Given the product [C:27]([O:26][C@@H:25]1[C@H:24]([O:30][CH2:31][C:32]2[CH:37]=[CH:36][CH:35]=[CH:34][CH:33]=2)[C@:23]([CH2:41][O:42][CH2:43][C:44]2[CH:45]=[CH:46][CH:47]=[CH:48][CH:49]=2)([CH:38]([F:39])[F:40])[O:22][C@H:21]1[N:6]1[CH:5]=[N:4][C:3]2[C:2](=[O:1])[NH:10][C:9]([NH:11][C:12](=[O:16])[CH:13]([CH3:14])[CH3:15])=[N:8][C:7]1=2)(=[O:29])[CH3:28], predict the reactants needed to synthesize it. The reactants are: [O:1]=[C:2]1[NH:10][C:9]([NH:11][C:12](=[O:16])[CH:13]([CH3:15])[CH3:14])=[N:8][C:7]2[NH:6][CH:5]=[N:4][C:3]1=2.C(O[CH:21]1[C@H:25]([O:26][C:27](=[O:29])[CH3:28])[C@H:24]([O:30][CH2:31][C:32]2[CH:37]=[CH:36][CH:35]=[CH:34][CH:33]=2)[C@:23]([CH2:41][O:42][CH2:43][C:44]2[CH:49]=[CH:48][CH:47]=[CH:46][CH:45]=2)([CH:38]([F:40])[F:39])[O:22]1)(=O)C.[Si](OS(C(F)(F)F)(=O)=O)(C)(C)C.C([O-])(O)=O.[Na+]. (3) Given the product [F:1][C:2]1[C:3]([C:13]#[N:14])=[N:4][CH:5]=[CH:6][CH:7]=1, predict the reactants needed to synthesize it. The reactants are: [F:1][C:2]1[CH2:3][N:4](O)[CH:5]=[CH:6][CH:7]=1.C[Si]([C:13]#[N:14])(C)C. (4) Given the product [NH2:1][C:2]1[NH:3][C:4](=[O:9])[N:5]2[CH:12]=[CH:13][N:14]=[C:6]2[N:7]=1, predict the reactants needed to synthesize it. The reactants are: [NH2:1][C:2]1[N:7]=[C:6](Cl)[N:5]=[C:4]([OH:9])[N:3]=1.CO[CH:12](OC)[CH2:13][NH2:14].Cl. (5) Given the product [I:1][C:2]1[CH:7]=[N:6][N:5]([CH:21]2[CH2:22][CH2:23][CH2:24][CH2:25][O:20]2)[C:4](=[O:8])[CH:3]=1, predict the reactants needed to synthesize it. The reactants are: [I:1][C:2]1[CH:7]=[N:6][NH:5][C:4](=[O:8])[CH:3]=1.C1(C)C=CC(S(O)(=O)=O)=CC=1.[O:20]1[CH:25]=[CH:24][CH2:23][CH2:22][CH2:21]1. (6) Given the product [CH:21]1([NH:24][C:25](=[O:38])[C:26]2[CH:27]=[CH:28][C:29]([N:32]3[CH2:33][CH2:34][N:35]([CH2:12][C:10]4[CH:9]=[C:8]([C:14]5[CH:19]=[CH:18][CH:17]=[CH:16][CH:15]=5)[C:6]5[O:7][CH:2]([CH3:1])[C:3](=[O:20])[NH:4][C:5]=5[CH:11]=4)[CH2:36][CH2:37]3)=[CH:30][CH:31]=2)[CH2:23][CH2:22]1, predict the reactants needed to synthesize it. The reactants are: [CH3:1][CH:2]1[O:7][C:6]2[C:8]([C:14]3[CH:19]=[CH:18][CH:17]=[CH:16][CH:15]=3)=[CH:9][C:10]([CH:12]=O)=[CH:11][C:5]=2[NH:4][C:3]1=[O:20].[CH:21]1([NH:24][C:25](=[O:38])[C:26]2[CH:31]=[CH:30][C:29]([N:32]3[CH2:37][CH2:36][NH:35][CH2:34][CH2:33]3)=[CH:28][CH:27]=2)[CH2:23][CH2:22]1. (7) Given the product [C:28]([N:32]1[CH2:37][CH2:36][CH:35]([NH:1][C:2]2[CH:3]=[CH:4][C:5]3[C:6]4[N:14]=[C:13]([C:15]5[CH:20]=[CH:19][CH:18]=[C:17]([C:21]([F:24])([F:23])[F:22])[CH:16]=5)[CH:12]=[C:11]([C:25]([NH2:27])=[O:26])[C:7]=4[NH:8][C:9]=3[CH:10]=2)[CH2:34][CH2:33]1)([CH3:31])([CH3:30])[CH3:29], predict the reactants needed to synthesize it. The reactants are: [NH2:1][C:2]1[CH:3]=[CH:4][C:5]2[C:6]3[N:14]=[C:13]([C:15]4[CH:20]=[CH:19][CH:18]=[C:17]([C:21]([F:24])([F:23])[F:22])[CH:16]=4)[CH:12]=[C:11]([C:25]([NH2:27])=[O:26])[C:7]=3[NH:8][C:9]=2[CH:10]=1.[C:28]([N:32]1[CH2:37][CH2:36][C:35](=O)[CH2:34][CH2:33]1)([CH3:31])([CH3:30])[CH3:29]. (8) Given the product [F:25][C:23]1[CH:22]=[C:21]([F:26])[CH:20]=[C:19]2[C:24]=1[C:15]([NH:14][C:3]1[CH:4]=[C:5]([N:8]3[CH2:13][CH2:12][O:11][CH2:10][CH2:9]3)[N:6]=[CH:7][C:2]=1[C:42]1[CH:43]=[N:44][C:45]([C:48]#[N:49])=[N:46][CH:47]=1)=[C:16]([CH3:33])[C:17]([C:27]1[CH:32]=[CH:31][CH:30]=[CH:29][N:28]=1)=[N:18]2, predict the reactants needed to synthesize it. The reactants are: Br[C:2]1[C:3]([NH:14][C:15]2[C:24]3[C:19](=[CH:20][C:21]([F:26])=[CH:22][C:23]=3[F:25])[N:18]=[C:17]([C:27]3[CH:32]=[CH:31][CH:30]=[CH:29][N:28]=3)[C:16]=2[CH3:33])=[CH:4][C:5]([N:8]2[CH2:13][CH2:12][O:11][CH2:10][CH2:9]2)=[N:6][CH:7]=1.CC1(C)C(C)(C)OB([C:42]2[CH:43]=[N:44][C:45]([C:48]#[N:49])=[N:46][CH:47]=2)O1.C1(P(C2CCCCC2)C2CCCCC2)CCCCC1.[O-]P([O-])([O-])=O.[K+].[K+].[K+]. (9) Given the product [N+:16]([C:5]1[CH:4]=[CH:3][C:2]([B:19]2[O:23][C:22]([CH3:25])([CH3:24])[C:21]([CH3:27])([CH3:26])[O:20]2)=[CH:7][C:6]=1[NH:8][C:9](=[O:15])[O:10][C:11]([CH3:14])([CH3:13])[CH3:12])([O-:18])=[O:17], predict the reactants needed to synthesize it. The reactants are: Br[C:2]1[CH:3]=[CH:4][C:5]([N+:16]([O-:18])=[O:17])=[C:6]([NH:8][C:9](=[O:15])[O:10][C:11]([CH3:14])([CH3:13])[CH3:12])[CH:7]=1.[B:19]1([B:19]2[O:23][C:22]([CH3:25])([CH3:24])[C:21]([CH3:27])([CH3:26])[O:20]2)[O:23][C:22]([CH3:25])([CH3:24])[C:21]([CH3:27])([CH3:26])[O:20]1.C([O-])(=O)C.[K+]. (10) Given the product [CH2:28]([O:18][C:15]1[C:16](=[O:17])[C:9]2[C:8](=[O:19])[N:7]([CH2:6][C:5]3[CH:4]=[CH:3][C:2]([F:1])=[CH:21][CH:20]=3)[CH2:12][CH2:11][C:10]=2[O:13][CH:14]=1)/[CH:29]=[CH:30]/[CH3:31], predict the reactants needed to synthesize it. The reactants are: [F:1][C:2]1[CH:21]=[CH:20][C:5]([CH2:6][N:7]2[CH2:12][CH2:11][C:10]3[O:13][CH:14]=[C:15]([OH:18])[C:16](=[O:17])[C:9]=3[C:8]2=[O:19])=[CH:4][CH:3]=1.C(=O)([O-])[O-].[Cs+].[Cs+].[CH2:28](Br)[CH:29]=[CH:30][CH3:31].